From a dataset of Catalyst prediction with 721,799 reactions and 888 catalyst types from USPTO. Predict which catalyst facilitates the given reaction. Reactant: Br[C:2]1[CH:7]=[CH:6][C:5]([N:8]2[CH2:32][CH2:31][CH2:30][C@@:10]3([C:14](=[O:15])[N:13]([C@H:16]4[CH2:21][CH2:20][C@@H:19]([O:22][Si](C(C)(C)C)(C)C)[CH2:18][CH2:17]4)[CH2:12][CH2:11]3)[CH2:9]2)=[C:4]([Cl:33])[CH:3]=1.ClCCl.C(=O)([O-])[O-].[K+].[K+].[CH2:43]([NH:45][C:46]([C:48]1[CH:53]=[CH:52][C:51](B2OC(C)(C)C(C)(C)O2)=[CH:50][N:49]=1)=[O:47])[CH3:44]. Product: [Cl:33][C:4]1[CH:3]=[C:2]([C:51]2[CH:52]=[CH:53][C:48]([C:46]([NH:45][CH2:43][CH3:44])=[O:47])=[N:49][CH:50]=2)[CH:7]=[CH:6][C:5]=1[N:8]1[CH2:32][CH2:31][CH2:30][C@@:10]2([C:14](=[O:15])[N:13]([C@H:16]3[CH2:21][CH2:20][C@@H:19]([OH:22])[CH2:18][CH2:17]3)[CH2:12][CH2:11]2)[CH2:9]1. The catalyst class is: 427.